This data is from Full USPTO retrosynthesis dataset with 1.9M reactions from patents (1976-2016). The task is: Predict the reactants needed to synthesize the given product. (1) Given the product [CH2:1]([O:8][C:9]1[CH:10]=[C:11]([N:23]([CH2:24][CH:25]2[CH2:30][CH2:29][CH2:28][CH2:27][CH2:26]2)[CH3:32])[N:12]=[N:13][C:14]=1[O:15][CH2:16][C:17]1[CH:22]=[CH:21][CH:20]=[CH:19][CH:18]=1)[C:2]1[CH:7]=[CH:6][CH:5]=[CH:4][CH:3]=1, predict the reactants needed to synthesize it. The reactants are: [CH2:1]([O:8][C:9]1[CH:10]=[C:11]([NH:23][CH2:24][C:25]2[CH:30]=[CH:29][C:28](F)=[CH:27][CH:26]=2)[N:12]=[N:13][C:14]=1[O:15][CH2:16][C:17]1[CH:22]=[CH:21][CH:20]=[CH:19][CH:18]=1)[C:2]1[CH:7]=[CH:6][CH:5]=[CH:4][CH:3]=1.[CH2:32](OC1N=NC(Cl)=CC=1OCC1C=CC=CC=1)C1C=CC=CC=1.C1(CNC)CCCCC1. (2) Given the product [F:37][C:2]1([F:1])[CH2:3][CH2:4][N:5]([C:8]2[S:9][C:10]([C:23]3[CH:28]=[CH:27][C:26]([N:29]4[CH2:34][CH2:33][S:32](=[O:35])(=[O:36])[CH2:31][CH2:30]4)=[CH:25][CH:24]=3)=[C:11]([C@@H:13]3[CH2:18][CH2:17][CH2:16][CH2:15][C@H:14]3[C:19]([OH:21])=[O:20])[N:12]=2)[CH2:6][CH2:7]1, predict the reactants needed to synthesize it. The reactants are: [F:1][C:2]1([F:37])[CH2:7][CH2:6][N:5]([C:8]2[S:9][C:10]([C:23]3[CH:28]=[CH:27][C:26]([N:29]4[CH2:34][CH2:33][S:32](=[O:36])(=[O:35])[CH2:31][CH2:30]4)=[CH:25][CH:24]=3)=[C:11]([C@@H:13]3[CH2:18][CH2:17][CH2:16][CH2:15][C@H:14]3[C:19]([O:21]C)=[O:20])[N:12]=2)[CH2:4][CH2:3]1.CO.[OH-].[Na+].